From a dataset of Catalyst prediction with 721,799 reactions and 888 catalyst types from USPTO. Predict which catalyst facilitates the given reaction. (1) Reactant: [CH2:1]([C@@H:8]1[N:14]([C:15]([N:17]2[CH2:22][CH2:21][O:20][CH2:19][CH2:18]2)=[O:16])[CH2:13][C:12]2[CH:23]=[CH:24][C:25]([C:27](OC)=[O:28])=[CH:26][C:11]=2O[CH2:9]1)[C:2]1[CH:7]=[CH:6][CH:5]=[CH:4][CH:3]=1.[NH2:31][OH:32].[OH-:33].[Na+]. Product: [CH2:1]([C@@H:8]1[N:14]([C:15]([N:17]2[CH2:18][CH2:19][O:20][CH2:21][CH2:22]2)=[O:16])[CH2:13][C:12]2[CH:23]=[CH:24][C:25]([C:27]([NH:31][OH:32])=[O:28])=[CH:26][C:11]=2[O:33][CH2:9]1)[C:2]1[CH:7]=[CH:6][CH:5]=[CH:4][CH:3]=1. The catalyst class is: 36. (2) Reactant: N12CCCN=C1CCCCC2.Cl.[NH2:13][CH2:14][C:15]1[CH:23]=[CH:22][CH:21]=[C:20]2[C:16]=1[C:17](=[O:33])[N:18]([CH:25]1[CH2:30][CH2:29][C:28](=[O:31])[NH:27][C:26]1=[O:32])[C:19]2=[O:24].[NH:34]1[C:42]2[C:37](=[CH:38][CH:39]=[CH:40][CH:41]=2)[CH:36]=[C:35]1[C:43](O)=[O:44].Cl.CN(C)CCCN=C=NCC. The catalyst class is: 18. Product: [O:32]=[C:26]1[CH:25]([N:18]2[C:17](=[O:33])[C:16]3[C:20](=[CH:21][CH:22]=[CH:23][C:15]=3[CH2:14][NH:13][C:43]([C:35]3[NH:34][C:42]4[C:37]([CH:36]=3)=[CH:38][CH:39]=[CH:40][CH:41]=4)=[O:44])[C:19]2=[O:24])[CH2:30][CH2:29][C:28](=[O:31])[NH:27]1.